Dataset: Full USPTO retrosynthesis dataset with 1.9M reactions from patents (1976-2016). Task: Predict the reactants needed to synthesize the given product. (1) Given the product [Cl:12][CH2:13][C:14]([NH:1][C:2]1[CH:10]=[CH:9][CH:8]=[C:7]([CH3:11])[C:3]=1[C:4]([OH:6])=[O:5])=[O:15], predict the reactants needed to synthesize it. The reactants are: [NH2:1][C:2]1[CH:10]=[CH:9][CH:8]=[C:7]([CH3:11])[C:3]=1[C:4]([OH:6])=[O:5].[Cl:12][CH2:13][C:14](Cl)=[O:15]. (2) Given the product [ClH:21].[ClH:21].[N:8]1[CH:13]=[CH:12][C:11]([O:14][CH:15]2[CH2:20][CH2:19][NH:18][CH2:17][CH2:16]2)=[CH:10][CH:9]=1, predict the reactants needed to synthesize it. The reactants are: C([N:8]1[CH2:13][CH2:12][CH:11]([O:14][C:15]2[CH:20]=[CH:19][N:18]=[CH:17][CH:16]=2)[CH2:10][CH2:9]1)(OC(C)(C)C)=O.[ClH:21].Cl.N1C=CC=CC=1OC1CCNCC1.C(O)C.